From a dataset of Forward reaction prediction with 1.9M reactions from USPTO patents (1976-2016). Predict the product of the given reaction. (1) Given the reactants N.[Li].[OH:3][C@@H:4]1[C@@:8]2([CH3:22])[CH2:9][CH2:10][C@H:11]3[C@H:20]([C@@H:7]2[CH2:6][CH2:5]1)[CH2:19][C@H:18]1[C:13](=[CH:14][C:15](=[O:21])[CH2:16][CH2:17]1)[CH2:12]3.[NH4+].[Cl-], predict the reaction product. The product is: [CH3:22][C@@:8]12[C:4](=[O:3])[CH2:5][CH2:6][C@H:7]1[C@H:20]1[C@H:11]([CH2:10][CH2:9]2)[CH2:12][C@H:13]2[C@@H:18]([CH2:17][CH2:16][C:15](=[O:21])[CH2:14]2)[CH2:19]1. (2) Given the reactants [F:1][C:2]([F:18])([F:17])[O:3][C:4]1[CH:16]=[CH:15][C:7]([O:8][C:9]2[CH:14]=[CH:13][N:12]=[CH:11][CH:10]=2)=[CH:6][CH:5]=1.[H][H], predict the reaction product. The product is: [F:18][C:2]([F:1])([F:17])[O:3][C:4]1[CH:16]=[CH:15][C:7]([O:8][CH:9]2[CH2:10][CH2:11][NH:12][CH2:13][CH2:14]2)=[CH:6][CH:5]=1.